Regression/Classification. Given a drug SMILES string, predict its absorption, distribution, metabolism, or excretion properties. Task type varies by dataset: regression for continuous measurements (e.g., permeability, clearance, half-life) or binary classification for categorical outcomes (e.g., BBB penetration, CYP inhibition). Dataset: cyp2c19_veith. From a dataset of CYP2C19 inhibition data for predicting drug metabolism from PubChem BioAssay. (1) The molecule is Cc1ccc(NC(C#N)c2ccccc2OCc2ccccc2)cc1. The result is 1 (inhibitor). (2) The molecule is O=C(CC(=O)c1ccncc1)c1ccccc1. The result is 1 (inhibitor).